This data is from Full USPTO retrosynthesis dataset with 1.9M reactions from patents (1976-2016). The task is: Predict the reactants needed to synthesize the given product. (1) Given the product [NH2:1][C:2]1[C:10]2[C:5](=[N:6][C:7]([CH3:15])=[CH:8][C:9]=2[C:11]([F:12])([F:13])[F:14])[S:4][C:3]=1[C:16]([NH:60][CH2:59][CH:58]([C:52]1[CH:57]=[CH:56][CH:55]=[CH:54][CH:53]=1)[CH3:61])=[O:18], predict the reactants needed to synthesize it. The reactants are: [NH2:1][C:2]1[C:10]2[C:5](=[N:6][C:7]([CH3:15])=[CH:8][C:9]=2[C:11]([F:14])([F:13])[F:12])[S:4][C:3]=1[C:16]([OH:18])=O.CN(C(ON1N=NC2C=CC=NC1=2)=[N+](C)C)C.F[P-](F)(F)(F)(F)F.CCN(C(C)C)C(C)C.[C:52]1([CH:58]([CH3:61])[CH2:59][NH2:60])[CH:57]=[CH:56][CH:55]=[CH:54][CH:53]=1. (2) Given the product [OH:1][C:2]1[CH:10]=[CH:9][CH:8]=[C:7]([OH:11])[C:3]=1[C:4]([NH:13][CH3:12])=[O:5], predict the reactants needed to synthesize it. The reactants are: [OH:1][C:2]1[CH:10]=[CH:9][CH:8]=[C:7]([OH:11])[C:3]=1[C:4]([O-])=[O:5].[CH3:12][NH2:13].C1COCC1.